This data is from Reaction yield outcomes from USPTO patents with 853,638 reactions. The task is: Predict the reaction yield, written as a fraction of the theoretical maximum amount of product (1.0 means a 100% yield; for example, 0.34 means a 34% yield). (1) The catalyst is BrC1C=CC=CC=1. The product is [S:1]1[CH:5]=[CH:4][CH:3]=[C:2]1[CH:6]1[CH2:7][NH:8][C:14](=[S:15])[NH:9]1. The reactants are [S:1]1[CH:5]=[CH:4][CH:3]=[C:2]1[CH:6]([NH2:9])[CH2:7][NH2:8].C(N=[C:14]=[S:15])C=C. The yield is 0.830. (2) The yield is 0.450. The reactants are Br[C:2]1[C:10]2[C:9]([NH:11][C@H:12]([C:14]3[N:19]([C:20]4[CH:25]=[CH:24][CH:23]=[CH:22][CH:21]=4)[C:18](=[O:26])[C:17]4=[C:27]([CH3:30])[CH:28]=[CH:29][N:16]4[N:15]=3)[CH3:13])=[N:8][CH:7]=[N:6][C:5]=2[N:4]([CH2:31][O:32][CH2:33][CH2:34][Si:35]([CH3:38])([CH3:37])[CH3:36])[CH:3]=1.CC1(C)C(C)(C)OB([C:47]2[CH:48]=[C:49]([NH:53][S:54]([CH3:57])(=[O:56])=[O:55])[CH:50]=[N:51][CH:52]=2)O1.C(=O)([O-])[O-].[Na+].[Na+].[Cl-].[NH4+]. The catalyst is CN(C)C=O.C1C=CC([P]([Pd]([P](C2C=CC=CC=2)(C2C=CC=CC=2)C2C=CC=CC=2)([P](C2C=CC=CC=2)(C2C=CC=CC=2)C2C=CC=CC=2)[P](C2C=CC=CC=2)(C2C=CC=CC=2)C2C=CC=CC=2)(C2C=CC=CC=2)C2C=CC=CC=2)=CC=1. The product is [CH3:30][C:27]1[CH:28]=[CH:29][N:16]2[C:17]=1[C:18](=[O:26])[N:19]([C:20]1[CH:25]=[CH:24][CH:23]=[CH:22][CH:21]=1)[C:14]([C@@H:12]([NH:11][C:9]1[C:10]3[C:2]([C:47]4[CH:48]=[C:49]([NH:53][S:54]([CH3:57])(=[O:56])=[O:55])[CH:50]=[N:51][CH:52]=4)=[CH:3][N:4]([CH2:31][O:32][CH2:33][CH2:34][Si:35]([CH3:38])([CH3:37])[CH3:36])[C:5]=3[N:6]=[CH:7][N:8]=1)[CH3:13])=[N:15]2. (3) The catalyst is CCO. The reactants are Br[CH2:2][C:3]([C:5]1[CH:10]=[CH:9][C:8]([O:11][CH3:12])=[CH:7][C:6]=1[O:13][CH3:14])=O.[NH2:15][C:16]([NH2:18])=[S:17]. The yield is 0.620. The product is [CH3:14][O:13][C:6]1[CH:7]=[C:8]([O:11][CH3:12])[CH:9]=[CH:10][C:5]=1[C:3]1[N:15]=[C:16]([NH2:18])[S:17][CH:2]=1. (4) The reactants are CO[C:3](=[O:24])[C:4]1[CH:9]=[CH:8][C:7]([O:10][CH2:11][C:12]2[C:13]([C:18]3[CH:23]=[CH:22][CH:21]=[CH:20][CH:19]=3)=[N:14][O:15][C:16]=2[CH3:17])=[N:6][CH:5]=1.[NH:25]1[CH2:31][CH2:30][CH2:29][C@H:26]1[CH2:27][OH:28]. No catalyst specified. The product is [OH:28][CH2:27][C@@H:26]1[CH2:29][CH2:30][CH2:31][N:25]1[C:3]([C:4]1[CH:5]=[N:6][C:7]([O:10][CH2:11][C:12]2[C:13]([C:18]3[CH:19]=[CH:20][CH:21]=[CH:22][CH:23]=3)=[N:14][O:15][C:16]=2[CH3:17])=[CH:8][CH:9]=1)=[O:24]. The yield is 0.840. (5) The reactants are C([O:3][C:4](=O)[CH2:5][C:6]([C:8]1[CH:13]=[CH:12][C:11]([S:14][C:15]2[CH:20]=[CH:19][CH:18]=[CH:17][C:16]=2[CH:21]([CH3:23])[CH3:22])=[C:10]([C:24]([F:27])([F:26])[F:25])[CH:9]=1)=O)C.Cl.[CH:30]([NH2:32])=[NH:31].CO. The catalyst is CC(O)=O.CN(C=O)C. The product is [CH:21]([C:16]1[CH:17]=[CH:18][CH:19]=[CH:20][C:15]=1[S:14][C:11]1[CH:12]=[CH:13][C:8]([C:6]2[N:32]=[CH:30][N:31]=[C:4]([OH:3])[CH:5]=2)=[CH:9][C:10]=1[C:24]([F:27])([F:26])[F:25])([CH3:23])[CH3:22]. The yield is 0.140. (6) The reactants are [C:1]([O:5][C:6](=[O:31])[NH:7][C@H:8]([C:12]1[CH:17]=[C:16]([C:18]2[N:22]([CH3:23])[N:21]=[CH:20][C:19]=2[NH:24][C:25](=[O:30])[C@H:26]([CH3:29])[CH:27]=C)[CH:15]=[CH:14][N:13]=1)[CH2:9][CH:10]=C)([CH3:4])([CH3:3])[CH3:2]. The catalyst is ClCCCl.Cl[Ru](=C1N(C2C(C)=CC(C)=CC=2C)CCN1C1C(C)=CC(C)=CC=1C)(Cl)(=CC1C=CC=CC=1)[P](C1CCCCC1)(C1CCCCC1)C1CCCCC1. The product is [CH3:23][N:22]1[N:21]=[CH:20][C:19]2[NH:24][C:25](=[O:30])[C@H:26]([CH3:27])[CH:29]=[CH:10][CH2:9][C@H:8]([NH:7][C:6](=[O:31])[O:5][C:1]([CH3:3])([CH3:4])[CH3:2])[C:12]3[CH:17]=[C:16]([CH:15]=[CH:14][N:13]=3)[C:18]1=2. The yield is 0.230. (7) The reactants are S([C:5]1[CH:11]=[CH:10][C:8]([CH3:9])=[CH:7][CH:6]=1)([O-])(=O)=O.[Br:12][C:13]1[CH:22]=[C:21]2[C:16]([C:17](=[O:39])[N:18]([C:28]3[CH:33]=[CH:32][C:31]([O:34][C:35]([F:38])([F:37])[F:36])=[CH:30][CH:29]=3)[C:19]3([CH2:27][CH2:26][NH:25][CH2:24][CH2:23]3)[NH:20]2)=[CH:15][CH:14]=1.C(=O)([O-])[O-].[Cs+].[Cs+].C(Br)C1C=CC=CC=1. The catalyst is C(#N)C. The product is [CH2:9]([N:25]1[CH2:26][CH2:27][C:19]2([N:18]([C:28]3[CH:33]=[CH:32][C:31]([O:34][C:35]([F:36])([F:38])[F:37])=[CH:30][CH:29]=3)[C:17](=[O:39])[C:16]3[C:21](=[CH:22][C:13]([Br:12])=[CH:14][CH:15]=3)[NH:20]2)[CH2:23][CH2:24]1)[C:8]1[CH:10]=[CH:11][CH:5]=[CH:6][CH:7]=1. The yield is 0.660. (8) The reactants are C(N(CC)CC)C.ClC(OCC)=O.[OH:14][CH:15]([C:21]1[CH:26]=[CH:25][C:24]([N:27]2[C:31](=[O:32])[CH2:30][CH2:29][C@@H:28]2[CH2:33][CH2:34][CH2:35][C:36]2[S:40][C:39]([C:41]([OH:43])=[O:42])=[CH:38][CH:37]=2)=[CH:23][CH:22]=1)[CH2:16][CH2:17][CH2:18][CH2:19][CH3:20].O[CH2:45][CH2:46][N:47]1[CH2:52][CH2:51][O:50][CH2:49][CH2:48]1. No catalyst specified. The product is [N:47]1([CH2:46][CH2:45][O:42][C:41]([C:39]2[S:40][C:36]([CH2:35][CH2:34][CH2:33][C@H:28]3[CH2:29][CH2:30][C:31](=[O:32])[N:27]3[C:24]3[CH:23]=[CH:22][C:21]([CH:15]([OH:14])[CH2:16][CH2:17][CH2:18][CH2:19][CH3:20])=[CH:26][CH:25]=3)=[CH:37][CH:38]=2)=[O:43])[CH2:52][CH2:51][O:50][CH2:49][CH2:48]1. The yield is 0.370. (9) The product is [CH2:1]([C:5]1[NH:10][C:9]([CH3:11])([CH3:12])[N:8]([C:13]2[CH:14]=[CH:15][C:16]([O:19][CH2:48][CH3:49])=[CH:17][CH:18]=2)[C:7](=[O:20])[C:6]=1[CH2:21][C:22]1[CH:23]=[C:24]([CH2:39][CH2:40][CH3:41])[C:25]([O:31][Si:32]([C:35]([CH3:38])([CH3:37])[CH3:36])([CH3:33])[CH3:34])=[C:26]([CH2:28][CH2:29][CH3:30])[CH:27]=1)[CH2:2][CH2:3][CH3:4]. The catalyst is C(#N)C. The yield is 0.863. The reactants are [CH2:1]([C:5]1[NH:10][C:9]([CH3:12])([CH3:11])[N:8]([C:13]2[CH:18]=[CH:17][C:16]([OH:19])=[CH:15][CH:14]=2)[C:7](=[O:20])[C:6]=1[CH2:21][C:22]1[CH:27]=[C:26]([CH2:28][CH2:29][CH3:30])[C:25]([O:31][Si:32]([C:35]([CH3:38])([CH3:37])[CH3:36])([CH3:34])[CH3:33])=[C:24]([CH2:39][CH2:40][CH3:41])[CH:23]=1)[CH2:2][CH2:3][CH3:4].C(=O)([O-])[O-].[K+].[K+].[CH2:48](I)[CH3:49].